Dataset: Full USPTO retrosynthesis dataset with 1.9M reactions from patents (1976-2016). Task: Predict the reactants needed to synthesize the given product. (1) Given the product [CH3:9][N:1]1[CH2:23][CH2:27][C:3]2([C:4]3[C:9](=[CH:8][CH:7]=[CH:6][CH:5]=3)[NH:1][C:2]2=[O:10])[CH2:3][CH2:2]1, predict the reactants needed to synthesize it. The reactants are: [NH:1]1[C:9]2[C:4](=[CH:5][CH:6]=[CH:7][CH:8]=2)[CH2:3][C:2]1=[O:10].C[Si](C)(C)[N-][Si](C)(C)C.[Na+].N#N.[CH2:23]1[CH2:27]OCC1. (2) The reactants are: C[O:2][C:3](=[O:18])[CH:4]=[CH:5][C:6]1[C:11]([O:12][CH3:13])=[CH:10][C:9]([CH:14]=[O:15])=[CH:8][C:7]=1[O:16][CH3:17]. Given the product [CH:14]([C:9]1[CH:8]=[C:7]([O:16][CH3:17])[C:6]([CH:5]=[CH:4][C:3]([OH:18])=[O:2])=[C:11]([O:12][CH3:13])[CH:10]=1)=[O:15], predict the reactants needed to synthesize it. (3) Given the product [Cl:1][C:2]1[CH:3]=[C:4]([NH:9][C:10]2[N:15]=[C:14]([NH:16][CH2:17][CH2:18][CH2:19][O:20][CH3:21])[C:13]([C:22]3[S:24][CH:39]=[C:40]([C:42]4[O:46][N:45]=[C:44]([C:47]([O:49][CH2:50][CH3:51])=[O:48])[CH:43]=4)[N:23]=3)=[CH:12][N:11]=2)[CH:5]=[CH:6][C:7]=1[F:8], predict the reactants needed to synthesize it. The reactants are: [Cl:1][C:2]1[CH:3]=[C:4]([NH:9][C:10]2[N:15]=[C:14]([NH:16][CH2:17][CH2:18][CH2:19][O:20][CH3:21])[C:13]([C:22](=[S:24])[NH2:23])=[CH:12][N:11]=2)[CH:5]=[CH:6][C:7]=1[F:8].O.O.O.O.O.O.O.S([O-])([O-])(=O)=O.[Mg+2].Br[CH2:39][C:40]([C:42]1[O:46][N:45]=[C:44]([C:47]([O:49][CH2:50][CH3:51])=[O:48])[CH:43]=1)=O. (4) Given the product [CH3:2][C:1]1([C:4]2[NH:13][C:12](=[O:14])[C:11]3[C:6](=[CH:7][C:8]([C:15]([F:17])([F:18])[F:16])=[CH:9][CH:10]=3)[N:5]=2)[CH2:3][CH:23]=[N:24][NH:25]1, predict the reactants needed to synthesize it. The reactants are: [C:1]([C:4]1[NH:13][C:12](=[O:14])[C:11]2[C:6](=[CH:7][C:8]([C:15]([F:18])([F:17])[F:16])=[CH:9][CH:10]=2)[N:5]=1)([CH3:3])=[CH2:2].[Si]([CH:23]=[N+:24]=[N-:25])(C)(C)C. (5) Given the product [OH:17][N:16]=[CH:1][C:3]1[CH:14]=[CH:13][C:6]([CH:7]=[CH:8][C:9]([O:11][CH3:12])=[O:10])=[CH:5][CH:4]=1, predict the reactants needed to synthesize it. The reactants are: [CH:1]([C:3]1[CH:14]=[CH:13][C:6]([CH:7]=[CH:8][C:9]([O:11][CH3:12])=[O:10])=[CH:5][CH:4]=1)=O.Cl.[NH2:16][OH:17].C([O-])(=O)C.[Na+]. (6) The reactants are: [H-].C([Al+]CC(C)C)C(C)C.[CH3:11][O:12][C:13]1[CH:18]=[CH:17][C:16]([CH2:19][CH2:20][C:21](OCC)=[O:22])=[CH:15][CH:14]=1.[Cl-].[NH4+]. Given the product [CH3:11][O:12][C:13]1[CH:18]=[CH:17][C:16]([CH2:19][CH2:20][CH:21]=[O:22])=[CH:15][CH:14]=1, predict the reactants needed to synthesize it. (7) Given the product [CH2:1]([C:5]1[O:6][C:7]2[CH:22]=[CH:21][C:20]([N+:23]([O-:25])=[O:24])=[CH:19][C:8]=2[C:9]=1[C:10](=[O:18])[C:11]1[CH:12]=[CH:13][C:14]([O:17][CH2:33][CH2:34][CH2:35][N:36]([CH2:41][CH2:42][CH2:43][CH3:44])[CH2:37][CH2:38][CH2:39][CH3:40])=[CH:15][CH:16]=1)[CH2:2][CH2:3][CH3:4], predict the reactants needed to synthesize it. The reactants are: [CH2:1]([C:5]1[O:6][C:7]2[CH:22]=[CH:21][C:20]([N+:23]([O-:25])=[O:24])=[CH:19][C:8]=2[C:9]=1[C:10](=[O:18])[C:11]1[CH:16]=[CH:15][C:14]([OH:17])=[CH:13][CH:12]=1)[CH2:2][CH2:3][CH3:4].C(=O)([O-])[O-].[K+].[K+].Cl[CH2:33][CH2:34][CH2:35][N:36]([CH2:41][CH2:42][CH2:43][CH3:44])[CH2:37][CH2:38][CH2:39][CH3:40].[OH-].[Na+].